Dataset: Reaction yield outcomes from USPTO patents with 853,638 reactions. Task: Predict the reaction yield, written as a fraction of the theoretical maximum amount of product (1.0 means a 100% yield; for example, 0.34 means a 34% yield). (1) The reactants are [Cl:1][C:2]1[C:7]([C:8]2[CH:13]=[CH:12][CH:11]=[CH:10][CH:9]=2)=[C:6]([N:14]2[CH2:19][CH2:18][CH:17]([CH3:20])[CH2:16][CH2:15]2)[N:5]=[C:4]([NH:21][C:22]#[N:23])[N:3]=1.O.[C:25](=O)([O-])[O-].[K+].[K+].CI. The catalyst is CN(C)C=O.C(OCC)(=O)C. The product is [Cl:1][C:2]1[C:7]([C:8]2[CH:9]=[CH:10][CH:11]=[CH:12][CH:13]=2)=[C:6]([N:14]2[CH2:19][CH2:18][CH:17]([CH3:20])[CH2:16][CH2:15]2)[N:5]=[C:4]([N:21]([C:22]#[N:23])[CH3:25])[N:3]=1. The yield is 0.870. (2) The reactants are [F:1][CH:2]([F:21])[O:3][C:4]1[N:8]([C:9]2[CH:14]=[CH:13][C:12]([CH2:15][OH:16])=[CH:11][CH:10]=2)[N:7]=[C:6]([C:17]([F:20])([F:19])[F:18])[CH:5]=1. The catalyst is C(Cl)Cl.O=[Mn]=O. The product is [F:21][CH:2]([F:1])[O:3][C:4]1[N:8]([C:9]2[CH:10]=[CH:11][C:12]([CH:15]=[O:16])=[CH:13][CH:14]=2)[N:7]=[C:6]([C:17]([F:20])([F:19])[F:18])[CH:5]=1. The yield is 0.930. (3) The reactants are C([O:3][C:4](=[O:30])[CH2:5][N:6]1[C:14]2[CH:13]=[C:12]3[NH:15][C:16]([C:18]4[C:26]5[C:21](=[CH:22][CH:23]=[CH:24][CH:25]=5)[NH:20][N:19]=4)=[N:17][C:11]3=[CH:10][C:9]=2[C:8]([CH3:28])([CH3:27])[C:7]1=[O:29])C.[OH-].[Li+].O. The catalyst is C1COCC1. The product is [NH:20]1[C:21]2[C:26](=[CH:25][CH:24]=[CH:23][CH:22]=2)[C:18]([C:16]2[NH:15][C:12]3[C:11]([N:17]=2)=[CH:10][C:9]2[C:8]([CH3:27])([CH3:28])[C:7](=[O:29])[N:6]([CH2:5][C:4]([OH:30])=[O:3])[C:14]=2[CH:13]=3)=[N:19]1. The yield is 0.170.